From a dataset of Full USPTO retrosynthesis dataset with 1.9M reactions from patents (1976-2016). Predict the reactants needed to synthesize the given product. Given the product [C:19]1([C:12]2[CH:13]=[CH:14][CH:15]=[C:16]3[C:11]=2[N:10]=[C:9]([P:4](=[O:3])([OH:5])[OH:8])[CH:18]=[CH:17]3)[C:28]2[C:23](=[CH:24][CH:25]=[CH:26][CH:27]=2)[CH:22]=[CH:21][CH:20]=1, predict the reactants needed to synthesize it. The reactants are: C([O:3][P:4]([C:9]1[CH:18]=[CH:17][C:16]2[C:11](=[C:12]([C:19]3[C:28]4[C:23](=[CH:24][CH:25]=[CH:26][CH:27]=4)[CH:22]=[CH:21][CH:20]=3)[CH:13]=[CH:14][CH:15]=2)[N:10]=1)(=[O:8])[O:5]CC)C.Br[Si](C)(C)C.